This data is from Catalyst prediction with 721,799 reactions and 888 catalyst types from USPTO. The task is: Predict which catalyst facilitates the given reaction. (1) Reactant: [CH3:1][O:2][C:3]1[CH:4]=[C:5]([C:11]2[CH:31]=[N:30][C:14]3[N:15]=[C:16]([NH:19][C:20]4[C:25]([N+:26]([O-])=O)=[CH:24][CH:23]=[CH:22][C:21]=4[CH3:29])[N:17]=[CH:18][C:13]=3[CH:12]=2)[CH:6]=[C:7]([O:9][CH3:10])[CH:8]=1.[Cl-].[NH4+]. Product: [CH3:1][O:2][C:3]1[CH:4]=[C:5]([C:11]2[CH:31]=[N:30][C:14]3[N:15]=[C:16]([NH:19][C:20]4[C:25]([NH2:26])=[CH:24][CH:23]=[CH:22][C:21]=4[CH3:29])[N:17]=[CH:18][C:13]=3[CH:12]=2)[CH:6]=[C:7]([O:9][CH3:10])[CH:8]=1. The catalyst class is: 190. (2) Product: [C:1]([O:5][C:6]([NH:8][C@H:9]([CH2:14][O:15][S:24]([CH3:23])(=[O:26])=[O:25])[C:10]([O:12][CH3:13])=[O:11])=[O:7])([CH3:4])([CH3:3])[CH3:2]. The catalyst class is: 1. Reactant: [C:1]([O:5][C:6]([NH:8][C@H:9]([CH2:14][OH:15])[C:10]([O:12][CH3:13])=[O:11])=[O:7])([CH3:4])([CH3:3])[CH3:2].CCN(CC)CC.[CH3:23][S:24](Cl)(=[O:26])=[O:25]. (3) Reactant: [NH2:1][C:2]1[CH:10]=[C:9]([O:11][CH3:12])[CH:8]=[C:7]([O:13][CH3:14])[C:3]=1[C:4]([NH2:6])=[O:5].[CH3:15][N:16]1[CH2:21][CH2:20][N:19]([CH2:22][C:23]2[CH:30]=[CH:29][C:26]([CH:27]=O)=[CH:25][CH:24]=2)[CH2:18][CH2:17]1.OS([O-])=O.[Na+].CC1C=CC(S(O)(=O)=O)=CC=1.C([O-])(O)=O.[Na+]. Product: [CH3:14][O:13][C:7]1[CH:8]=[C:9]([O:11][CH3:12])[CH:10]=[C:2]2[C:3]=1[C:4](=[O:5])[NH:6][C:27]([C:26]1[CH:25]=[CH:24][C:23]([CH2:22][N:19]3[CH2:18][CH2:17][N:16]([CH3:15])[CH2:21][CH2:20]3)=[CH:30][CH:29]=1)=[N:1]2. The catalyst class is: 395. (4) Reactant: [CH3:1][O:2][C:3]([C:5]1[CH:6]=[C:7]([N:11]2[CH2:19][CH2:18][CH2:17][CH:13](C(O)=O)[CH2:12]2)[CH:8]=[CH:9][CH:10]=1)=[O:4].C1(P(N=[N+]=[N-])(C2C=CC=CC=2)=[O:27])C=CC=CC=1.C([N:39]([CH2:42]C)CC)C.[Cl:44][C:45]1[CH:50]=[CH:49][C:48]([C:51]2[S:52][C:53]([CH2:57][OH:58])=[C:54]([CH3:56])[N:55]=2)=[CH:47][CH:46]=1. The catalyst class is: 638. Product: [Cl:44][C:45]1[CH:46]=[CH:47][C:48]([C:51]2[S:52][C:53]([CH2:57][O:58][C:42]([NH:39][CH:13]3[CH2:17][CH2:18][CH2:19][N:11]([C:7]4[CH:6]=[C:5]([CH:10]=[CH:9][CH:8]=4)[C:3]([O:2][CH3:1])=[O:4])[CH2:12]3)=[O:27])=[C:54]([CH3:56])[N:55]=2)=[CH:49][CH:50]=1.